From a dataset of Full USPTO retrosynthesis dataset with 1.9M reactions from patents (1976-2016). Predict the reactants needed to synthesize the given product. (1) Given the product [CH:23]([NH:22][C:5]1[C:4]([CH3:25])=[C:3](/[CH:7]=[CH:8]/[C:9]([O:10][CH2:11][CH3:3])=[O:26])[C:11]2[O:10][CH2:9][CH:8]([C:12]3[CH:13]=[CH:14][C:15]([CH:18]([CH3:20])[CH3:19])=[CH:16][CH:17]=3)[C:7]=2[C:6]=1[CH3:21])=[O:24], predict the reactants needed to synthesize it. The reactants are: C([C:3]1[C:11]2[O:10][CH2:9][CH:8]([C:12]3[CH:17]=[CH:16][C:15]([CH:18]([CH3:20])[CH3:19])=[CH:14][CH:13]=3)[C:7]=2[C:6]([CH3:21])=[C:5]([NH:22][CH:23]=[O:24])[C:4]=1[CH3:25])=O.[OH2:26]. (2) Given the product [O:4]1[CH2:5][CH:6]([C:8]2[C:16]3[S:15][C:14]([NH:17][C:21]([N:34]4[CH2:35][C@@H:30]5[CH2:36][C@H:33]4[CH2:32][O:31]5)=[O:22])=[N:13][C:12]=3[C:11]([O:18][CH3:19])=[CH:10][CH:9]=2)[CH2:7][O:1][CH2:2][CH2:3]1, predict the reactants needed to synthesize it. The reactants are: [O:1]1[CH2:7][CH:6]([C:8]2[C:16]3[S:15][C:14]([NH2:17])=[N:13][C:12]=3[C:11]([O:18][CH3:19])=[CH:10][CH:9]=2)[CH2:5][O:4][CH2:3][CH2:2]1.Cl[C:21](OC1C=CC=CC=1)=[O:22].[C@H:30]12[CH2:36][C@H:33]([NH:34][CH2:35]1)[CH2:32][O:31]2. (3) Given the product [CH:15]1[C:20]2[CH:21]=[C:8]([C:24]3[CH:23]=[C:22]([B:33]([OH:38])[OH:34])[CH:27]=[CH:26][CH:25]=3)[C:4]3[C:3](=[CH:2][CH:7]=[CH:6][CH:5]=3)[C:19]=2[CH:18]=[CH:17][CH:16]=1, predict the reactants needed to synthesize it. The reactants are: Br[C:2]1[CH:3]=[C:4]([C:8]2C3C([C:15]4[CH:16]=[CH:17][CH:18]=[CH:19][C:20]=4[CH:21]=2)=CC=CC=3)[CH:5]=[CH:6][CH:7]=1.[CH3:22][CH2:23][CH2:24][CH2:25][CH2:26][CH3:27].C([Li])CCC.[B:33](OC(C)C)([O:38]C(C)C)[O:34]C(C)C.Cl. (4) The reactants are: Br[C:2]1[C:3](=[O:25])[N:4]([CH2:17][C:18]2[CH:23]=[CH:22][C:21]([Cl:24])=[CH:20][CH:19]=2)[C:5](=[O:16])[N:6]([C:8]2[CH:13]=[CH:12][CH:11]=[CH:10][C:9]=2[CH2:14][OH:15])[N:7]=1.[CH3:26][O-:27].[Na+]. Given the product [Cl:24][C:21]1[CH:22]=[CH:23][C:18]([CH2:17][N:4]2[C:3](=[O:25])[C:2]([O:27][CH3:26])=[N:7][N:6]([C:8]3[CH:13]=[CH:12][CH:11]=[CH:10][C:9]=3[CH2:14][OH:15])[C:5]2=[O:16])=[CH:19][CH:20]=1, predict the reactants needed to synthesize it. (5) Given the product [BrH:1].[Br:1][C:13]1[S:12][C:11]2[C:10](=[C:7]3[CH2:8][CH2:9][N:4]([CH3:3])[CH2:5][CH2:6]3)[C:19]3[CH:20]=[CH:21][CH:22]=[CH:23][C:18]=3[CH2:17][CH2:16][C:15]=2[CH:14]=1, predict the reactants needed to synthesize it. The reactants are: [Br:1]Br.[CH3:3][N:4]1[CH2:9][CH2:8][C:7](=[C:10]2[C:19]3[CH:20]=[CH:21][CH:22]=[CH:23][C:18]=3[CH2:17][CH2:16][C:15]3[CH:14]=[CH:13][S:12][C:11]2=3)[CH2:6][CH2:5]1.C(=O)(O)[O-].[Na+]. (6) Given the product [CH:24]1([C@H:22]([NH:21][C:12]2[C:11]3[C:16](=[CH:17][C:8]([C:6]4[CH:7]=[C:2]([N:31]5[CH2:32][CH2:33][O:29][C:30]5=[O:34])[CH:3]=[CH:4][C:5]=4[O:27][CH3:28])=[CH:9][CH:10]=3)[N:15]=[N:14][C:13]=2[C:18]([NH2:20])=[O:19])[CH3:23])[CH2:25][CH2:26]1, predict the reactants needed to synthesize it. The reactants are: Br[C:2]1[CH:3]=[CH:4][C:5]([O:27][CH3:28])=[C:6]([C:8]2[CH:17]=[C:16]3[C:11]([C:12]([NH:21][C@@H:22]([CH:24]4[CH2:26][CH2:25]4)[CH3:23])=[C:13]([C:18]([NH2:20])=[O:19])[N:14]=[N:15]3)=[CH:10][CH:9]=2)[CH:7]=1.[O:29]1[CH2:33][CH2:32][NH:31][C:30]1=[O:34].C([O-])([O-])=O.[K+].[K+].[C@H]1(N)CCCC[C@@H]1N. (7) Given the product [Cl:27][C:28]1[CH:29]=[C:30]([C:34]2[N:36]=[C:24]([CH:10]3[CH2:11][CH:12]([C:14]4[CH:15]=[CH:16][C:17]([C:20]([F:23])([F:22])[F:21])=[CH:18][CH:19]=4)[CH2:13][N:8]([C:6]([N:4]4[CH2:3][CH:2]([OH:1])[CH2:5]4)=[O:7])[CH2:9]3)[O:25][N:35]=2)[CH:31]=[CH:32][CH:33]=1, predict the reactants needed to synthesize it. The reactants are: [OH:1][CH:2]1[CH2:5][N:4]([C:6]([N:8]2[CH2:13][CH:12]([C:14]3[CH:19]=[CH:18][C:17]([C:20]([F:23])([F:22])[F:21])=[CH:16][CH:15]=3)[CH2:11][CH:10]([C:24](O)=[O:25])[CH2:9]2)=[O:7])[CH2:3]1.[Cl:27][C:28]1[CH:29]=[C:30]([C:34](=[N:36]O)[NH2:35])[CH:31]=[CH:32][CH:33]=1. (8) Given the product [F:21][C:22]1[CH:27]=[CH:26][CH:25]=[CH:24][C:23]=1[N:28]1[CH2:33][CH2:32][N:31]([C:15](=[O:17])[CH2:14][O:13][C:10]2[CH:9]=[CH:8][C:7]([CH2:6][C@H:5]([O:18][CH3:19])[C:4]([OH:3])=[O:20])=[CH:12][CH:11]=2)[CH2:30][CH2:29]1, predict the reactants needed to synthesize it. The reactants are: C([O:3][C:4](=[O:20])[C@@H:5]([O:18][CH3:19])[CH2:6][C:7]1[CH:12]=[CH:11][C:10]([O:13][CH2:14][C:15]([OH:17])=O)=[CH:9][CH:8]=1)C.[F:21][C:22]1[CH:27]=[CH:26][CH:25]=[CH:24][C:23]=1[N:28]1[CH2:33][CH2:32][NH:31][CH2:30][CH2:29]1.C(O[C@@H](CC1C=CC(O[C@@H](C(=O)NCCC2C=CC(OC3C=CC=CC=3)=CC=2)C)=CC=1)C(O)=O)C. (9) Given the product [N:18]1([S:15]([C:13]2[CH:12]=[CH:11][C:8]3[CH2:9][CH2:10][NH:4][CH2:5][CH2:6][C:7]=3[CH:14]=2)(=[O:17])=[O:16])[CH2:19][CH2:20][O:21][CH2:22][CH2:23]1, predict the reactants needed to synthesize it. The reactants are: C([N:4]1[CH2:10][CH2:9][C:8]2[CH:11]=[CH:12][C:13]([S:15]([N:18]3[CH2:23][CH2:22][O:21][CH2:20][CH2:19]3)(=[O:17])=[O:16])=[CH:14][C:7]=2[CH2:6][CH2:5]1)(=O)C.C(=O)([O-])[O-].[K+].[K+]. (10) Given the product [C:1]([SiH2:5][O:6][C:7]([CH3:17])([CH3:16])[C@H:8]1[CH2:13][CH2:12][C@H:11]([CH2:14][S:48][C:47]2[N:43]([C:37]3[CH:42]=[CH:41][CH:40]=[CH:39][CH:38]=3)[N:44]=[N:45][N:46]=2)[CH2:10][CH2:9]1)([CH3:4])([CH3:3])[CH3:2], predict the reactants needed to synthesize it. The reactants are: [C:1]([SiH2:5][O:6][C:7]([CH3:17])([CH3:16])[C@H:8]1[CH2:13][CH2:12][C@H:11]([CH2:14]O)[CH2:10][CH2:9]1)([CH3:4])([CH3:3])[CH3:2].C1C=CC(P(C2C=CC=CC=2)C2C=CC=CC=2)=CC=1.[C:37]1([N:43]2[C:47]([SH:48])=[N:46][N:45]=[N:44]2)[CH:42]=[CH:41][CH:40]=[CH:39][CH:38]=1.CC(OC(/N=N/C(OC(C)C)=O)=O)C.